This data is from Peptide-MHC class II binding affinity with 134,281 pairs from IEDB. The task is: Regression. Given a peptide amino acid sequence and an MHC pseudo amino acid sequence, predict their binding affinity value. This is MHC class II binding data. (1) The peptide sequence is IEKIRPLLIEGTASL. The MHC is DRB1_0301 with pseudo-sequence DRB1_0301. The binding affinity (normalized) is 0.275. (2) The peptide sequence is DFLELLRYLAVELLP. The MHC is DRB1_1101 with pseudo-sequence DRB1_1101. The binding affinity (normalized) is 0.191.